Dataset: Forward reaction prediction with 1.9M reactions from USPTO patents (1976-2016). Task: Predict the product of the given reaction. (1) Given the reactants [Cl:1][C:2]1[CH:7]=[CH:6][N:5]=[C:4]([CH2:8][C:9]([C:12]2[CH:17]=[CH:16][C:15]([O:18][CH3:19])=[CH:14][CH:13]=2)=[N:10]O)[CH:3]=1.FC(F)(F)C(OC(=O)C(F)(F)F)=O.C(N(CC)CC)C.O, predict the reaction product. The product is: [Cl:1][C:2]1[CH:7]=[CH:6][N:5]2[N:10]=[C:9]([C:12]3[CH:17]=[CH:16][C:15]([O:18][CH3:19])=[CH:14][CH:13]=3)[CH:8]=[C:4]2[CH:3]=1. (2) Given the reactants [Cl:1][C:2]1[C:10]([Cl:11])=[CH:9][C:5]([C:6](O)=[O:7])=[C:4]([F:12])[CH:3]=1.CN([C:16]([O:20][N:21]1N=NC2C=CC=N[C:22]1=2)=[N+](C)C)C.F[P-](F)(F)(F)(F)F.CONC.CCN(C(C)C)C(C)C, predict the reaction product. The product is: [Cl:1][C:2]1[C:10]([Cl:11])=[CH:9][C:5]([C:6]([N:21]([O:20][CH3:16])[CH3:22])=[O:7])=[C:4]([F:12])[CH:3]=1. (3) Given the reactants [CH3:1][O:2][C:3]1[CH:8]=[CH:7][CH:6]=[C:5]([CH3:9])[C:4]=1[NH2:10].[CH3:11][N:12]([CH2:16][CH2:17]Cl)[CH2:13][CH2:14]Cl.Cl.C(=O)([O-])[O-].[K+].[K+], predict the reaction product. The product is: [CH3:1][O:2][C:3]1[CH:8]=[CH:7][CH:6]=[C:5]([CH3:9])[C:4]=1[N:10]1[CH2:17][CH2:16][N:12]([CH3:11])[CH2:13][CH2:14]1. (4) Given the reactants O=[C:2]1[C:7]([C:8]([O:10][CH2:11][CH3:12])=[O:9])=[N:6][N:5]([CH2:13][C:14]2[CH:19]=[CH:18][C:17]([N:20]3[CH:24]=[CH:23][CH:22]=[N:21]3)=[CH:16][CH:15]=2)[C:4]2[CH:25]=[CH:26][S:27][C:3]1=2.COC1C=CC(P2(SP(C3C=CC(OC)=CC=3)(=S)S2)=[S:37])=CC=1, predict the reaction product. The product is: [S:37]=[C:2]1[C:7]([C:8]([O:10][CH2:11][CH3:12])=[O:9])=[N:6][N:5]([CH2:13][C:14]2[CH:19]=[CH:18][C:17]([N:20]3[CH:24]=[CH:23][CH:22]=[N:21]3)=[CH:16][CH:15]=2)[C:4]2[CH:25]=[CH:26][S:27][C:3]1=2.